Dataset: Reaction yield outcomes from USPTO patents with 853,638 reactions. Task: Predict the reaction yield, written as a fraction of the theoretical maximum amount of product (1.0 means a 100% yield; for example, 0.34 means a 34% yield). The reactants are [CH:1]1[C:6]([C:7]2[CH:13]=[C:12]([NH2:14])[C:10](=[O:11])[NH:9][CH:8]=2)=[CH:5][CH:4]=[N:3][CH:2]=1.[C:15]1([S:21](Cl)(=[O:23])=[O:22])[CH:20]=[CH:19][CH:18]=[CH:17][CH:16]=1. The catalyst is N1C=CC=CC=1. The product is [O:11]=[C:10]1[NH:9][CH:8]=[C:7]([C:6]2[CH:1]=[CH:2][N:3]=[CH:4][CH:5]=2)[CH:13]=[C:12]1[NH:14][S:21]([C:15]1[CH:20]=[CH:19][CH:18]=[CH:17][CH:16]=1)(=[O:23])=[O:22]. The yield is 0.570.